From a dataset of NCI-60 drug combinations with 297,098 pairs across 59 cell lines. Regression. Given two drug SMILES strings and cell line genomic features, predict the synergy score measuring deviation from expected non-interaction effect. Drug 1: CC1=C(C(=CC=C1)Cl)NC(=O)C2=CN=C(S2)NC3=CC(=NC(=N3)C)N4CCN(CC4)CCO. Drug 2: B(C(CC(C)C)NC(=O)C(CC1=CC=CC=C1)NC(=O)C2=NC=CN=C2)(O)O. Cell line: U251. Synergy scores: CSS=11.5, Synergy_ZIP=0.539, Synergy_Bliss=-0.954, Synergy_Loewe=-21.3, Synergy_HSA=-2.46.